Task: Predict the product of the given reaction.. Dataset: Forward reaction prediction with 1.9M reactions from USPTO patents (1976-2016) (1) Given the reactants [Cl:1][C:2]1[CH:3]=[CH:4][C:5]([C:25]#[N:26])=[C:6]([C:8]2[C:13]([O:14][CH3:15])=[CH:12][N:11]([CH:16]([CH2:20][CH2:21][O:22][CH3:23])[C:17](O)=[O:18])[C:10](=[O:24])[CH:9]=2)[CH:7]=1.[CH3:27][N:28]([CH2:30][C:31]1[N:35]2[CH:36]=[C:37]([NH2:40])[CH:38]=[CH:39][C:34]2=[N:33][N:32]=1)[CH3:29], predict the reaction product. The product is: [Cl:1][C:2]1[CH:3]=[CH:4][C:5]([C:25]#[N:26])=[C:6]([C:8]2[C:13]([O:14][CH3:15])=[CH:12][N:11]([CH:16]([CH2:20][CH2:21][O:22][CH3:23])[C:17]([NH:40][C:37]3[CH:38]=[CH:39][C:34]4[N:35]([C:31]([CH2:30][N:28]([CH3:29])[CH3:27])=[N:32][N:33]=4)[CH:36]=3)=[O:18])[C:10](=[O:24])[CH:9]=2)[CH:7]=1. (2) Given the reactants [Br:1][C:2]1[CH:9]=[CH:8][C:5]([CH2:6]Br)=[CH:4][CH:3]=1.[CH2:10]([CH:17]1[O:22][CH2:21][CH2:20][NH:19][CH2:18]1)[C:11]1[CH:16]=[CH:15][CH:14]=[CH:13][CH:12]=1.C(=O)([O-])[O-].[K+].[K+], predict the reaction product. The product is: [CH2:10]([CH:17]1[O:22][CH2:21][CH2:20][N:19]([CH2:6][C:5]2[CH:8]=[CH:9][C:2]([Br:1])=[CH:3][CH:4]=2)[CH2:18]1)[C:11]1[CH:12]=[CH:13][CH:14]=[CH:15][CH:16]=1. (3) The product is: [CH2:11]([N:8]1[C:5]2=[N:6][CH:7]=[C:2]([B:16]3[O:17][C:18]([CH3:20])([CH3:19])[C:14]([CH3:30])([CH3:13])[O:15]3)[CH:3]=[C:4]2[N:10]=[N:9]1)[CH3:12]. Given the reactants Br[C:2]1[CH:3]=[C:4]2[N:10]=[N:9][N:8]([CH2:11][CH3:12])[C:5]2=[N:6][CH:7]=1.[CH3:13][C:14]1([CH3:30])[C:18]([CH3:20])([CH3:19])[O:17][B:16]([B:16]2[O:17][C:18]([CH3:20])([CH3:19])[C:14]([CH3:30])([CH3:13])[O:15]2)[O:15]1.O1CCOCC1, predict the reaction product. (4) Given the reactants C([O:3][C:4]([CH2:6][C@H:7]1[N:11]([C:12]([O:14][C:15]([CH3:18])([CH3:17])[CH3:16])=[O:13])[C@H:10]([C:19]([O:21][C:22]([CH3:25])([CH3:24])[CH3:23])=[O:20])[CH2:9][CH2:8]1)=O)C.[BH4-].[Li+].C(=O)(O)[O-].[K+], predict the reaction product. The product is: [OH:3][CH2:4][CH2:6][C@H:7]1[N:11]([C:12]([O:14][C:15]([CH3:18])([CH3:16])[CH3:17])=[O:13])[C@H:10]([C:19]([O:21][C:22]([CH3:25])([CH3:24])[CH3:23])=[O:20])[CH2:9][CH2:8]1. (5) The product is: [NH2:1][C@H:2]([C:10]([NH:12][C@H:13]([C:18]([NH:20][C:21]1[CH:22]=[CH:23][C:24]([N+:25]([O-:27])=[O:26])=[CH:28][CH:29]=1)=[O:19])[CH2:14][CH2:15][CH2:16][CH3:17])=[O:11])[CH2:3][C:4]1[CH:5]=[CH:6][CH:7]=[CH:8][CH:9]=1. Given the reactants [NH:1](C(OCC1C=CC=CC=1)=O)[C@H:2]([C:10]([NH:12][C@H:13]([C:18]([NH:20][C:21]1[CH:29]=[CH:28][C:24]([N+:25]([O-:27])=[O:26])=[CH:23][CH:22]=1)=[O:19])[CH2:14][CH2:15][CH2:16][CH3:17])=[O:11])[CH2:3][C:4]1[CH:9]=[CH:8][CH:7]=[CH:6][CH:5]=1.Br.C(O)(=O)C, predict the reaction product. (6) Given the reactants [Br:1][C:2]1[CH:7]=[CH:6][C:5]([C:8]2([C:11]#N)[CH2:10][CH2:9]2)=[CH:4][CH:3]=1.[OH-:13].[Na+].ClCCl.Cl.C([OH:21])C, predict the reaction product. The product is: [Br:1][C:2]1[CH:7]=[CH:6][C:5]([C:8]2([C:11]([OH:21])=[O:13])[CH2:10][CH2:9]2)=[CH:4][CH:3]=1. (7) Given the reactants [Si:1]([O:8][CH2:9][C@H:10]1[CH2:19][C:18]2[C:13](=[CH:14][CH:15]=[CH:16][C:17]=2[CH:20]=[CH2:21])[C@H:12]([CH3:22])[N:11]1[C:23](=[O:33])[CH2:24][C:25]1[C:30]([F:31])=[CH:29][CH:28]=[CH:27][C:26]=1[Cl:32])([C:4]([CH3:7])([CH3:6])[CH3:5])([CH3:3])[CH3:2].[OH-:34].[Na+].OO, predict the reaction product. The product is: [Si:1]([O:8][CH2:9][C@H:10]1[CH2:19][C:18]2[C:13](=[CH:14][CH:15]=[CH:16][C:17]=2[CH2:20][CH2:21][OH:34])[C@H:12]([CH3:22])[N:11]1[C:23](=[O:33])[CH2:24][C:25]1[C:30]([F:31])=[CH:29][CH:28]=[CH:27][C:26]=1[Cl:32])([C:4]([CH3:5])([CH3:6])[CH3:7])([CH3:3])[CH3:2]. (8) Given the reactants [CH3:1][O:2][C:3]1[C:4]([NH2:18])=[CH:5][C:6]2[CH2:12][CH2:11][N:10]([CH2:13][CH2:14][O:15][CH3:16])[CH2:9][CH2:8][C:7]=2[CH:17]=1.Cl[C:20]1[N:25]=[C:24]([NH:26][C:27]2[CH:36]=[CH:35][CH:34]=[CH:33][C:28]=2[C:29]([NH:31][CH3:32])=[O:30])[C:23]([Cl:37])=[CH:22][N:21]=1.Cl.O1CCOCC1, predict the reaction product. The product is: [Cl:37][C:23]1[C:24]([NH:26][C:27]2[CH:36]=[CH:35][CH:34]=[CH:33][C:28]=2[C:29]([NH:31][CH3:32])=[O:30])=[N:25][C:20]([NH:18][C:4]2[C:3]([O:2][CH3:1])=[CH:17][C:7]3[CH2:8][CH2:9][N:10]([CH2:13][CH2:14][O:15][CH3:16])[CH2:11][CH2:12][C:6]=3[CH:5]=2)=[N:21][CH:22]=1.